This data is from Catalyst prediction with 721,799 reactions and 888 catalyst types from USPTO. The task is: Predict which catalyst facilitates the given reaction. (1) Reactant: [CH3:1][C:2]1([CH3:39])[O:7][C:6]2[CH:8]=[CH:9][C:10]([C@H:12]3[O:16]C(=O)[N:14]([CH2:18][CH2:19][C:20]4[CH:38]=[CH:37][C:23]([O:24][CH2:25][CH2:26][O:27][CH2:28][C:29]5[CH:30]=[C:31]([CH:34]=[CH:35][CH:36]=5)[C:32]#[N:33])=[CH:22][CH:21]=4)[CH2:13]3)=[CH:11][C:5]=2[CH2:4][O:3]1.[O:40]([Si](C)(C)C)[K]. Product: [NH3:14].[CH3:2][OH:3].[CH3:39][C:2]1([CH3:1])[O:3][C:4]2[CH:5]=[CH:11][C:10]([C@@H:12]([OH:16])[CH2:13][NH:14][CH2:18][CH2:19][C:20]3[CH:38]=[CH:37][C:23]([O:24][CH2:25][CH2:26][O:27][CH2:28][C:29]4[CH:30]=[C:31]([CH:34]=[CH:35][CH:36]=4)[C:32]([NH2:33])=[O:40])=[CH:22][CH:21]=3)=[CH:9][C:8]=2[CH2:6][O:7]1. The catalyst class is: 1. (2) Reactant: Cl[CH2:2][C:3]1[C:4]([CH:19]2[CH2:21][CH2:20]2)=[N:5][C:6]([C:9]2[CH:14]=[CH:13][C:12]([C:15]([F:18])([F:17])[F:16])=[CH:11][CH:10]=2)=[N:7][CH:8]=1.[CH2:22]([O:24][C:25](=[O:37])[C:26]([O:29][C:30]1[CH:35]=[CH:34][C:33]([OH:36])=[CH:32][CH:31]=1)([CH3:28])[CH3:27])[CH3:23].C(=O)([O-])[O-].[Cs+].[Cs+]. Product: [CH2:22]([O:24][C:25](=[O:37])[C:26]([O:29][C:30]1[CH:31]=[CH:32][C:33]([O:36][CH2:2][C:3]2[C:4]([CH:19]3[CH2:21][CH2:20]3)=[N:5][C:6]([C:9]3[CH:14]=[CH:13][C:12]([C:15]([F:18])([F:17])[F:16])=[CH:11][CH:10]=3)=[N:7][CH:8]=2)=[CH:34][CH:35]=1)([CH3:28])[CH3:27])[CH3:23]. The catalyst class is: 215. (3) Reactant: Cl.[NH2:2][C:3]1[N:11]=[C:10]([O:12][CH2:13][CH2:14][CH2:15][CH3:16])[N:9]=[C:8]2[C:4]=1[NH:5][C:6](=[O:21])[N:7]2[CH2:17][CH2:18][CH2:19]Br.[CH3:22][N:23]1[CH2:28][CH2:27][CH:26]([NH2:29])[CH2:25][CH2:24]1. Product: [NH2:2][C:3]1[N:11]=[C:10]([O:12][CH2:13][CH2:14][CH2:15][CH3:16])[N:9]=[C:8]2[C:4]=1[NH:5][C:6](=[O:21])[N:7]2[CH2:17][CH2:18][CH2:19][NH:29][CH:26]1[CH2:27][CH2:28][N:23]([CH3:22])[CH2:24][CH2:25]1. The catalyst class is: 10.